This data is from Reaction yield outcomes from USPTO patents with 853,638 reactions. The task is: Predict the reaction yield, written as a fraction of the theoretical maximum amount of product (1.0 means a 100% yield; for example, 0.34 means a 34% yield). (1) The reactants are [C:1]([CH2:3][C:4]([O:6][CH3:7])=[O:5])#[N:2].O.O.O.O.O.O.O.O.O.[S-2:17].[Na+].[Na+].C([O:23][CH2:24][C:25]([CH2:27]Cl)=O)(=O)C.C(N(CC)CC)C. The catalyst is CO.O. The product is [NH2:2][C:1]1[S:17][CH:27]=[C:25]([CH2:24][OH:23])[C:3]=1[C:4]([O:6][CH3:7])=[O:5]. The yield is 0.510. (2) The reactants are [H-].[Na+].[OH:3][CH2:4][C@H:5]1[O:9][C:8]([CH3:11])([CH3:10])[O:7][C@@H:6]1[CH2:12][OH:13].[CH3:14][C:15]([Si:18](Cl)([CH3:20])[CH3:19])([CH3:17])[CH3:16].C(=O)([O-])O.[Na+]. The catalyst is C1COCC1. The product is [Si:18]([O:13][CH2:12][CH:6]1[O:7][C:8]([CH3:10])([CH3:11])[O:9][CH:5]1[CH2:4][OH:3])([C:15]([CH3:17])([CH3:16])[CH3:14])([CH3:20])[CH3:19]. The yield is 0.960. (3) The reactants are [Si:1]([O:8][CH2:9][C@@H:10]1[C@H:14]2[O:15][C:16]([CH3:19])([CH3:18])[O:17][C@H:13]2[C@H:12]([N:20]2[CH:28]=[N:27][C:26]3[C:21]2=[N:22][CH:23]=[N:24][C:25]=3[CH:29]=[CH2:30])[O:11]1)([C:4]([CH3:7])([CH3:6])[CH3:5])([CH3:3])[CH3:2].[CH3:31][O-:32].[Na+]. The catalyst is C(Cl)Cl. The product is [Si:1]([O:8][CH2:9][C@@H:10]1[C@H:14]2[O:15][C:16]([CH3:19])([CH3:18])[O:17][C@H:13]2[C@H:12]([N:20]2[CH:28]=[N:27][C:26]3[C:21]2=[N:22][CH:23]=[N:24][C:25]=3[CH2:29][CH2:30][O:32][CH3:31])[O:11]1)([C:4]([CH3:7])([CH3:6])[CH3:5])([CH3:2])[CH3:3]. The yield is 0.660. (4) The product is [C:19]1([N:17]2[CH:18]=[C:14]([C:12]([NH:11][CH2:10][CH2:9][NH:8][C:6](=[O:7])[C:5]3[CH:29]=[CH:30][C:2]([CH2:32][CH2:33][CH3:34])=[N:3][CH:4]=3)=[O:13])[C:15]([C:25]([F:28])([F:27])[F:26])=[N:16]2)[CH:24]=[CH:23][CH:22]=[CH:21][CH:20]=1. The reactants are Cl[C:2]1[CH:30]=[CH:29][C:5]([C:6]([NH:8][CH2:9][CH2:10][NH:11][C:12]([C:14]2[C:15]([C:25]([F:28])([F:27])[F:26])=[N:16][N:17]([C:19]3[CH:24]=[CH:23][CH:22]=[CH:21][CH:20]=3)[CH:18]=2)=[O:13])=[O:7])=[CH:4][N:3]=1.[Br-].[CH2:32]([Zn+])[CH2:33][CH3:34]. The catalyst is C1COCC1.C1C=CC(P(C2C=CC=CC=2)[C-]2C=CC=C2)=CC=1.C1C=CC(P(C2C=CC=CC=2)[C-]2C=CC=C2)=CC=1.Cl[Pd]Cl.[Fe+2].ClCCl. The yield is 0.200. (5) The reactants are [Cl:1][C:2]1[CH:17]=[CH:16][C:5]([O:6][C:7]2[CH:12]=[CH:11][C:10]([CH2:13][CH2:14][NH2:15])=[CH:9][CH:8]=2)=[CH:4][C:3]=1[C:18]([F:21])([F:20])[F:19].CS[C:24]1[NH:25][CH:26]=[C:27]([CH2:31][C:32]2[CH:37]=[CH:36][N:35]=[N:34][CH:33]=2)[C:28](=[O:30])[N:29]=1. The catalyst is C(O)C. The product is [Cl:1][C:2]1[CH:17]=[CH:16][C:5]([O:6][C:7]2[CH:12]=[CH:11][C:10]([CH2:13][CH2:14][NH:15][C:24]3[NH:25][CH:26]=[C:27]([CH2:31][C:32]4[CH:37]=[CH:36][N:35]=[N:34][CH:33]=4)[C:28](=[O:30])[N:29]=3)=[CH:9][CH:8]=2)=[CH:4][C:3]=1[C:18]([F:19])([F:20])[F:21]. The yield is 0.430. (6) The reactants are [C:1]([N:5]1[C:9](=[O:10])[C:8]([NH:11][CH2:12][C:13]([O:15]C)=[O:14])=[C:7]([C:17]2[CH:22]=[CH:21][CH:20]=[CH:19][CH:18]=2)[S:6]1(=[O:24])=[O:23])([CH3:4])([CH3:3])[CH3:2].CO.[Li+].[OH-].Cl. The catalyst is O1CCOCC1.O. The product is [C:1]([N:5]1[C:9](=[O:10])[C:8]([NH:11][CH2:12][C:13]([OH:15])=[O:14])=[C:7]([C:17]2[CH:22]=[CH:21][CH:20]=[CH:19][CH:18]=2)[S:6]1(=[O:24])=[O:23])([CH3:4])([CH3:2])[CH3:3]. The yield is 0.410. (7) The reactants are C[O:2][C:3]([C:5]1([CH2:13][NH:14][C:15]([O:17][C:18]([CH3:21])([CH3:20])[CH3:19])=[O:16])[C:7]2([CH2:12][CH2:11][CH2:10][CH2:9][CH2:8]2)[CH2:6]1)=[O:4].O[Li].O. The catalyst is O. The yield is 0.630. The product is [C:18]([O:17][C:15]([NH:14][CH2:13][C:5]1([C:3]([OH:4])=[O:2])[C:7]2([CH2:12][CH2:11][CH2:10][CH2:9][CH2:8]2)[CH2:6]1)=[O:16])([CH3:21])([CH3:19])[CH3:20]. (8) The yield is 0.915. The product is [CH2:1]([NH:8][C:9]1[C:10]([NH2:23])=[C:11]([O:15][CH2:16][C:17]2[CH:22]=[CH:21][CH:20]=[CH:19][CH:18]=2)[CH:12]=[CH:13][CH:14]=1)[C:2]1[CH:3]=[CH:4][CH:5]=[CH:6][CH:7]=1. The reactants are [CH2:1]([NH:8][C:9]1[CH:14]=[CH:13][CH:12]=[C:11]([O:15][CH2:16][C:17]2[CH:22]=[CH:21][CH:20]=[CH:19][CH:18]=2)[C:10]=1[N+:23]([O-])=O)[C:2]1[CH:7]=[CH:6][CH:5]=[CH:4][CH:3]=1.S([O-])([O-])=S.[Na+].[Na+]. The catalyst is C(O)C.O. (9) The reactants are [CH3:1][O:2][C:3]1[CH:4]=[C:5]2[C:10](=[C:11]([NH2:13])[CH:12]=1)[N:9]=[CH:8][CH:7]=[CH:6]2.[N+:14]([C:17]1[CH:22]=[C:21]([CH3:23])[CH:20]=[CH:19][C:18]=1[S:24](Cl)(=[O:26])=[O:25])([O-:16])=[O:15]. No catalyst specified. The product is [CH3:1][O:2][C:3]1[CH:4]=[C:5]2[C:10](=[C:11]([NH:13][S:24]([C:18]3[CH:19]=[CH:20][C:21]([CH3:23])=[CH:22][C:17]=3[N+:14]([O-:16])=[O:15])(=[O:25])=[O:26])[CH:12]=1)[N:9]=[CH:8][CH:7]=[CH:6]2. The yield is 0.580. (10) The reactants are [CH2:1]1[CH2:6][C@H:5]([C:7]([OH:9])=[O:8])[CH2:4][CH2:3][C@H:2]1[CH2:10][NH2:11].[C:12]([O:17][CH2:18][C:19]1(OC(ON2C(=O)CCC2=O)=O)[CH2:24][CH2:23][CH2:22][CH2:21][CH2:20]1)(=[O:16])[CH2:13][CH2:14][CH3:15].CC([O:40][CH3:41])(C)C.CC(C)=[O:44].O. No catalyst specified. The product is [C:12]([O:17][CH:18]([CH:19]1[CH2:20][CH2:21][CH2:22][CH2:23][CH2:24]1)[O:44][C:41]([NH:11][CH2:10][C@H:2]1[CH2:3][CH2:4][C@H:5]([C:7]([OH:9])=[O:8])[CH2:6][CH2:1]1)=[O:40])(=[O:16])[CH2:13][CH2:14][CH3:15]. The yield is 0.430.